Dataset: Peptide-MHC class II binding affinity with 134,281 pairs from IEDB. Task: Regression. Given a peptide amino acid sequence and an MHC pseudo amino acid sequence, predict their binding affinity value. This is MHC class II binding data. The peptide sequence is GKGTLDGQGKAVWGK. The MHC is HLA-DPA10301-DPB10402 with pseudo-sequence HLA-DPA10301-DPB10402. The binding affinity (normalized) is 0.265.